Dataset: Full USPTO retrosynthesis dataset with 1.9M reactions from patents (1976-2016). Task: Predict the reactants needed to synthesize the given product. (1) Given the product [F:1][C:2]1[CH:7]=[CH:6][C:5]([C:8]([C:11]2[CH:16]=[C:15]([O:17][C:18]([F:22])([F:23])[CH:19]([F:21])[F:20])[CH:14]=[C:13]([F:24])[CH:12]=2)([N+:9]#[C-:10])[CH2:29][C:30]2[CH:35]=[CH:34][C:33]([C:42]([O:41][CH3:40])=[O:43])=[CH:32][CH:31]=2)=[CH:4][C:3]=1[O:25][CH:26]([CH3:28])[CH3:27], predict the reactants needed to synthesize it. The reactants are: [F:1][C:2]1[CH:7]=[CH:6][C:5]([CH:8]([C:11]2[CH:16]=[C:15]([O:17][C:18]([F:23])([F:22])[CH:19]([F:21])[F:20])[CH:14]=[C:13]([F:24])[CH:12]=2)[N+:9]#[C-:10])=[CH:4][C:3]=1[O:25][CH:26]([CH3:28])[CH3:27].[CH2:29](Br)[C:30]1[CH:35]=[CH:34][CH:33]=[CH:32][CH:31]=1.[OH-].[K+].C[CH2:40][O:41][C:42](C)=[O:43]. (2) Given the product [Cl:30][C:31]1[CH:39]=[CH:38][CH:37]=[C:33]([C:34]([N:28]2[CH2:27][CH2:26][N:25]3[C:21]([C:16]4[CH:17]=[CH:18][CH:19]=[CH:20][N:15]=4)=[N:22][N:23]=[C:24]3[CH2:29]2)=[O:35])[C:32]=1[C:40]#[N:41], predict the reactants needed to synthesize it. The reactants are: C(Cl)CCl.C1C=CC2N(O)N=NC=2C=1.[N:15]1[CH:20]=[CH:19][CH:18]=[CH:17][C:16]=1[C:21]1[N:25]2[CH2:26][CH2:27][NH:28][CH2:29][C:24]2=[N:23][N:22]=1.[Cl:30][C:31]1[C:32]([C:40]#[N:41])=[C:33]([CH:37]=[CH:38][CH:39]=1)[C:34](O)=[O:35].